From a dataset of Catalyst prediction with 721,799 reactions and 888 catalyst types from USPTO. Predict which catalyst facilitates the given reaction. (1) Reactant: [Cl:1][C:2]1[N:7]=[C:6]([NH2:8])[C:5]([CH3:9])=[CH:4][N:3]=1.Br[C:11]1[CH:16]=[CH:15][CH:14]=[C:13]([C:17]([F:20])([F:19])[F:18])[C:12]=1[CH3:21].CC1(C)C2C(=C(P(C3C=CC=CC=3)C3C=CC=CC=3)C=CC=2)OC2C(P(C3C=CC=CC=3)C3C=CC=CC=3)=CC=CC1=2.C(=O)([O-])[O-].[Cs+].[Cs+]. Product: [Cl:1][C:2]1[N:7]=[C:6]([NH:8][C:11]2[CH:16]=[CH:15][CH:14]=[C:13]([C:17]([F:18])([F:20])[F:19])[C:12]=2[CH3:21])[C:5]([CH3:9])=[CH:4][N:3]=1. The catalyst class is: 62. (2) Reactant: [Br:1][C:2]1[CH:3]=[C:4](/[C:8](=[CH:14]/[N:15](C)C)/[C:9]([O:11]CC)=O)[CH:5]=[N:6][CH:7]=1.[NH:18]([C:20]1[N:25]=[CH:24][C:23]([C:26]([O:28][C:29]([CH3:32])([CH3:31])[CH3:30])=[O:27])=[CH:22][CH:21]=1)N.C1(C)C=CC(S(O)(=O)=O)=CC=1.[ClH:44]. Product: [ClH:44].[Br:1][C:2]1[CH:3]=[C:4]([C:8]2[C:9](=[O:11])[N:18]([C:20]3[N:25]=[CH:24][C:23]([C:26]([O:28][C:29]([CH3:32])([CH3:31])[CH3:30])=[O:27])=[CH:22][CH:21]=3)[NH:15][CH:14]=2)[CH:5]=[N:6][CH:7]=1. The catalyst class is: 714. (3) Reactant: [CH3:1][C@H:2]([NH2:9])[C:3]1[CH:8]=[CH:7][CH:6]=[CH:5][CH:4]=1.[CH2:10]([O:17][C:18]1[CH:25]=[CH:24][C:21]([CH:22]=O)=[CH:20][CH:19]=1)[C:11]1[CH:16]=[CH:15][CH:14]=[CH:13][CH:12]=1. Product: [CH2:10]([O:17][C:18]1[CH:19]=[CH:20][C:21]([CH:22]=[N:9][C@@H:2]([CH3:1])[C:3]2[CH:8]=[CH:7][CH:6]=[CH:5][CH:4]=2)=[CH:24][CH:25]=1)[C:11]1[CH:12]=[CH:13][CH:14]=[CH:15][CH:16]=1. The catalyst class is: 310. (4) Reactant: C[O:2][C:3](=O)[C:4]1[CH:9]=[CH:8][C:7]([N:10]2[C:14]([NH:15][C:16]([NH:18][C:19]3[CH:24]=[CH:23][C:22]([O:25][C:26]4[CH:31]=[CH:30][N:29]=[C:28]([CH3:32])[CH:27]=4)=[CH:21][C:20]=3[F:33])=[O:17])=[CH:13][C:12]([C:34]([CH3:37])([CH3:36])[CH3:35])=[N:11]2)=[CH:6][CH:5]=1.[H-].[Al+3].[Li+].[H-].[H-].[H-].O. Product: [C:34]([C:12]1[CH:13]=[C:14]([NH:15][C:16]([NH:18][C:19]2[CH:24]=[CH:23][C:22]([O:25][C:26]3[CH:31]=[CH:30][N:29]=[C:28]([CH3:32])[CH:27]=3)=[CH:21][C:20]=2[F:33])=[O:17])[N:10]([C:7]2[CH:8]=[CH:9][C:4]([CH2:3][OH:2])=[CH:5][CH:6]=2)[N:11]=1)([CH3:37])([CH3:36])[CH3:35]. The catalyst class is: 1. (5) Reactant: [NH2:1][C:2]1[C:7]([C:8]#[N:9])=[CH:6][N:5]=[C:4](Cl)[N:3]=1.[NH:11]1[CH2:16][CH2:15][O:14][CH2:13][CH2:12]1. Product: [NH2:1][C:2]1[C:7]([C:8]#[N:9])=[CH:6][N:5]=[C:4]([N:11]2[CH2:16][CH2:15][O:14][CH2:13][CH2:12]2)[N:3]=1. The catalyst class is: 9. (6) Reactant: [F:1][C:2]([F:15])([F:14])[S:3]([O:6]S(C(F)(F)F)(=O)=O)(=[O:5])=[O:4].O[C:17]1[C:18]([CH2:26][CH:27]([CH3:29])[CH3:28])=[C:19]([CH:23]=[CH:24][CH:25]=1)C(N)=O.[N:30]1C=CC=C[CH:31]=1. Product: [F:1][C:2]([F:15])([F:14])[S:3]([O:6][C:24]1[CH:25]=[CH:17][C:18]([CH2:26][CH:27]([CH3:28])[CH3:29])=[CH:19][C:23]=1[C:31]#[N:30])(=[O:5])=[O:4]. The catalyst class is: 13. (7) Reactant: [C-]#N.[K+].CN([CH2:7][C:8]1[C:16]2[C:11](=[CH:12][C:13]([F:17])=[CH:14][CH:15]=2)[NH:10][CH:9]=1)C.[CH3:18][N:19](C=O)C. Product: [F:17][C:13]1[CH:12]=[C:11]2[C:16]([C:8]([CH2:7][C:18]#[N:19])=[CH:9][NH:10]2)=[CH:15][CH:14]=1. The catalyst class is: 226. (8) Reactant: [Br:1][C:2]1[CH:10]=[C:9]2[C:5]([CH:6]=[N:7][N:8]2[S:11]([C:14]2[CH:19]=[CH:18][CH:17]=[CH:16][CH:15]=2)(=[O:13])=[O:12])=[C:4]([C:20]2[O:21][C:22]([CH2:25]Br)=[N:23][N:24]=2)[CH:3]=1.[CH3:27][C@@H:28]1[CH2:33][NH:32][CH2:31][C@H:30]([CH3:34])[N:29]1[CH:35]([CH3:37])[CH3:36].CCN(C(C)C)C(C)C.[I-].[Na+]. Product: [Br:1][C:2]1[CH:10]=[C:9]2[C:5]([CH:6]=[N:7][N:8]2[S:11]([C:14]2[CH:15]=[CH:16][CH:17]=[CH:18][CH:19]=2)(=[O:12])=[O:13])=[C:4]([C:20]2[O:21][C:22]([CH2:25][N:32]3[CH2:31][C@H:30]([CH3:34])[N:29]([CH:35]([CH3:37])[CH3:36])[C@H:28]([CH3:27])[CH2:33]3)=[N:23][N:24]=2)[CH:3]=1. The catalyst class is: 291. (9) The catalyst class is: 15. Reactant: [C:1]1([C:7]2[CH:8]=[C:9]([C:19]3[CH:24]=[CH:23][C:22]([C:25]4(O)[C:38]5[CH:37]=[CH:36][CH:35]=[CH:34][C:33]=5[C:32]([C:40]5[CH:45]=[CH:44][C:43]([C:46]6[CH:51]=[C:50]([C:52]7[CH:57]=[CH:56][CH:55]=[CH:54][CH:53]=7)[CH:49]=[C:48]([C:58]7[CH:63]=[CH:62][CH:61]=[CH:60][CH:59]=7)[CH:47]=6)=[CH:42][CH:41]=5)(O)[C:31]5[C:26]4=[CH:27][CH:28]=[CH:29][CH:30]=5)=[CH:21][CH:20]=3)[CH:10]=[C:11]([C:13]3[CH:18]=[CH:17][CH:16]=[CH:15][CH:14]=3)[CH:12]=2)[CH:6]=[CH:5][CH:4]=[CH:3][CH:2]=1.I.[PH2](O)=O. Product: [C:1]1([C:7]2[CH:8]=[C:9]([C:19]3[CH:24]=[CH:23][C:22]([C:25]4[C:38]5[C:33]([C:32]([C:40]6[CH:45]=[CH:44][C:43]([C:46]7[CH:47]=[C:48]([C:58]8[CH:59]=[CH:60][CH:61]=[CH:62][CH:63]=8)[CH:49]=[C:50]([C:52]8[CH:53]=[CH:54][CH:55]=[CH:56][CH:57]=8)[CH:51]=7)=[CH:42][CH:41]=6)=[C:31]6[C:26]=4[CH:27]=[CH:28][CH:29]=[CH:30]6)=[CH:34][CH:35]=[CH:36][CH:37]=5)=[CH:21][CH:20]=3)[CH:10]=[C:11]([C:13]3[CH:14]=[CH:15][CH:16]=[CH:17][CH:18]=3)[CH:12]=2)[CH:6]=[CH:5][CH:4]=[CH:3][CH:2]=1. (10) Reactant: [C:1]([Cl:6])(=[O:5])[C:2](Cl)=[O:3].COC[CH2:10][O:11][CH2:12][CH2:13][O:14][CH2:15][C:16](O)=O.N1C=CC=C[CH:20]=1. Product: [CH3:10][O:11][CH2:12][CH2:13][O:14][CH2:15][CH2:16][CH2:20][O:3][CH2:2][C:1]([Cl:6])=[O:5]. The catalyst class is: 11.